Dataset: Full USPTO retrosynthesis dataset with 1.9M reactions from patents (1976-2016). Task: Predict the reactants needed to synthesize the given product. (1) The reactants are: CC([Si](C)(C)[O:6][CH:7]1[CH2:10][C:9]2([CH2:14][CH:13]([C:15]([O:17][CH2:18][CH3:19])=[O:16])[N:12]([C:20]([O:22][CH2:23][C:24]3[CH:29]=[CH:28][CH:27]=[CH:26][CH:25]=3)=[O:21])[CH2:11]2)[CH2:8]1)(C)C.C(O)(=O)C.CCCC[N+](CCCC)(CCCC)CCCC.[F-]. Given the product [OH:6][CH:7]1[CH2:8][C:9]2([CH2:14][CH:13]([C:15]([O:17][CH2:18][CH3:19])=[O:16])[N:12]([C:20]([O:22][CH2:23][C:24]3[CH:25]=[CH:26][CH:27]=[CH:28][CH:29]=3)=[O:21])[CH2:11]2)[CH2:10]1, predict the reactants needed to synthesize it. (2) Given the product [CH:1]([O:4][C:5]([N:7]1[CH2:12][CH2:11][CH:10]([O:13][C:14]2[C:19]([CH3:20])=[C:18]([NH:35][C:32]3[CH:33]=[N:34][C:29]([Cl:28])=[CH:30][C:31]=3[CH3:36])[N:17]=[CH:16][N:15]=2)[CH2:9][CH2:8]1)=[O:6])([CH3:3])[CH3:2], predict the reactants needed to synthesize it. The reactants are: [CH:1]([O:4][C:5]([N:7]1[CH2:12][CH2:11][CH:10]([O:13][C:14]2[C:19]([CH3:20])=[C:18](Cl)[N:17]=[CH:16][N:15]=2)[CH2:9][CH2:8]1)=[O:6])([CH3:3])[CH3:2].CC(C)([O-])C.[Na+].[Cl:28][C:29]1[N:34]=[CH:33][C:32]([NH2:35])=[C:31]([CH3:36])[CH:30]=1.